From a dataset of Full USPTO retrosynthesis dataset with 1.9M reactions from patents (1976-2016). Predict the reactants needed to synthesize the given product. (1) Given the product [NH2:23][C:10]1[CH:11]=[C:12]([NH:15][C:16]([C:18]2[S:19][CH:20]=[CH:21][CH:22]=2)=[O:17])[CH:13]=[CH:14][C:9]=1[S:8][C:5]1[CH:4]=[CH:3][C:2]([OH:1])=[CH:7][CH:6]=1, predict the reactants needed to synthesize it. The reactants are: [OH:1][C:2]1[CH:7]=[CH:6][C:5]([S:8][C:9]2[CH:14]=[CH:13][C:12]([NH:15][C:16]([C:18]3[S:19][CH:20]=[CH:21][CH:22]=3)=[O:17])=[CH:11][C:10]=2[N+:23]([O-])=O)=[CH:4][CH:3]=1.[NH4+].[Cl-]. (2) Given the product [OH:21][C:2]1[CH:3]=[C:4]([CH:8]=[C:9]([N:11]2[CH2:15][CH2:14][CH2:13][C:12]2=[O:16])[CH:10]=1)[C:5]([OH:7])=[O:6], predict the reactants needed to synthesize it. The reactants are: N[C:2]1[CH:3]=[C:4]([CH:8]=[C:9]([N:11]2[CH2:15][CH2:14][CH2:13][C:12]2=[O:16])[CH:10]=1)[C:5]([OH:7])=[O:6].[N-]=[N+]=[N-].[Na+].[OH2:21]. (3) Given the product [Cl:25][C:26]1[CH:34]=[CH:33][C:29]([C:30]([NH:2][C@H:3]([CH:22]([CH3:24])[CH3:23])[C:4]([N:6]2[CH2:11][CH2:10][C@:9]([C:13]3[CH:18]=[CH:17][CH:16]=[CH:15][C:14]=3[Cl:1])([OH:12])[C:8]([CH3:21])([CH3:20])[CH2:7]2)=[O:5])=[O:31])=[CH:28][N:27]=1, predict the reactants needed to synthesize it. The reactants are: [ClH:1].[NH2:2][C@H:3]([CH:22]([CH3:24])[CH3:23])[C:4]([N:6]1[CH2:11][CH2:10][C@@:9]([C:13]2[CH:18]=[CH:17][C:16](Cl)=[CH:15][CH:14]=2)([OH:12])[C:8]([CH3:21])([CH3:20])[CH2:7]1)=[O:5].[Cl:25][C:26]1[CH:34]=[CH:33][C:29]([C:30](Cl)=[O:31])=[CH:28][N:27]=1.CCN(C(C)C)C(C)C. (4) Given the product [Cl:1][C:2]1[CH:3]=[C:4]([C:9]2([C:29]([F:31])([F:30])[F:32])[S:13][N:12]=[C:11]([C:14]3[CH:26]=[CH:25][C:17]([C:18]([OH:20])=[O:19])=[C:16]([CH3:27])[CH:15]=3)[CH:10]2[F:28])[CH:5]=[C:6]([Cl:8])[CH:7]=1, predict the reactants needed to synthesize it. The reactants are: [Cl:1][C:2]1[CH:3]=[C:4]([C:9]2([C:29]([F:32])([F:31])[F:30])[S:13][N:12]=[C:11]([C:14]3[CH:26]=[CH:25][C:17]([C:18]([O:20]C(C)(C)C)=[O:19])=[C:16]([CH3:27])[CH:15]=3)[CH:10]2[F:28])[CH:5]=[C:6]([Cl:8])[CH:7]=1.FC(F)(F)C(O)=O. (5) Given the product [NH2:2][CH2:3][CH2:4][C:5]1[CH:6]=[CH:7][C:8]([NH:11][C:12]([C:14]2[CH:19]=[C:18]([N+:20]([O-:22])=[O:21])[CH:17]=[CH:16][C:15]=2[Cl:23])=[O:13])=[CH:9][CH:10]=1, predict the reactants needed to synthesize it. The reactants are: Cl.[NH2:2][CH2:3][CH2:4][C:5]1[CH:10]=[CH:9][C:8]([NH:11][C:12]([C:14]2[CH:19]=[C:18]([N+:20]([O-:22])=[O:21])[CH:17]=[CH:16][C:15]=2[Cl:23])=[O:13])=[CH:7][CH:6]=1.C(=O)(O)[O-].[Na+].O.